From a dataset of Forward reaction prediction with 1.9M reactions from USPTO patents (1976-2016). Predict the product of the given reaction. (1) Given the reactants C(Cl)(=O)C(Cl)=O.CS(C)=O.[CH3:11][C:12]1([CH2:18][OH:19])[CH2:17][CH2:16][O:15][CH2:14][CH2:13]1.C(N(CC)CC)C, predict the reaction product. The product is: [CH3:11][C:12]1([CH:18]=[O:19])[CH2:17][CH2:16][O:15][CH2:14][CH2:13]1. (2) Given the reactants [Cl:1][C:2]1[CH:3]=[C:4]([N:8]2[N:12]=[N:11][C:10](C=CC3C=CC=CC=3)=[N:9]2)[CH:5]=[CH:6][CH:7]=1.[C:21](O)(=O)[CH2:22][C:23]([CH2:28][C:29]([OH:31])=O)([C:25](O)=O)O.[C:34](O)(C)(C)[CH3:35].C[N+]1([O-])CC[O:43]CC1, predict the reaction product. The product is: [Cl:1][C:2]1[CH:3]=[C:4]([N:8]2[N:12]=[N:11][C:10]([CH:29]([OH:31])[CH:28]([C:23]3[CH:22]=[CH:21][CH:35]=[CH:34][CH:25]=3)[OH:43])=[N:9]2)[CH:5]=[CH:6][CH:7]=1. (3) Given the reactants Br[CH2:2][CH2:3][CH2:4][CH2:5][C:6]([O:8][CH3:9])=[O:7].[CH3:10][O-:11].[Na+], predict the reaction product. The product is: [CH3:10][O:11][CH2:2][CH2:3][CH2:4][CH2:5][C:6]([O:8][CH3:9])=[O:7]. (4) Given the reactants C(S[N:4]=[CH:5][C:6]1[C:7]([CH:17]([CH3:19])[CH3:18])=[CH:8][C:9]([CH3:16])=[C:10]([CH:15]=1)[C:11]([O:13][CH3:14])=[O:12])C.[CH3:20][O:21][CH2:22][CH2:23][C:24]([NH:26][NH2:27])=O, predict the reaction product. The product is: [CH:17]([C:7]1[C:6]([C:5]2[NH:4][C:24]([CH2:23][CH2:22][O:21][CH3:20])=[N:26][N:27]=2)=[CH:15][C:10]([C:11]([O:13][CH3:14])=[O:12])=[C:9]([CH3:16])[CH:8]=1)([CH3:18])[CH3:19]. (5) Given the reactants [H-].[Na+].CN(C)C=O.[Cl:8][C:9]1[CH:10]=[C:11]([NH:15][C:16]2[N:21]=[C:20]([C:22]([F:25])([F:24])[F:23])[C:19]([CH2:26][OH:27])=[CH:18][N:17]=2)[CH:12]=[CH:13][CH:14]=1.Br[CH2:29][CH:30]1[CH2:35][CH2:34][CH2:33][CH2:32][CH2:31]1, predict the reaction product. The product is: [Cl:8][C:9]1[CH:10]=[C:11]([NH:15][C:16]2[N:21]=[C:20]([C:22]([F:24])([F:25])[F:23])[C:19]([CH2:26][O:27][CH2:29][CH:30]3[CH2:35][CH2:34][CH2:33][CH2:32][CH2:31]3)=[CH:18][N:17]=2)[CH:12]=[CH:13][CH:14]=1. (6) Given the reactants O.[Cl:2][C:3]1[CH:4]=[C:5]([CH:39]=[CH:40][C:41]=1[Cl:42])[CH2:6][C@@H:7]([N:21]([CH3:38])[C:22](=[O:37])[C:23]1[CH:28]=[C:27]([C:29]([F:32])([F:31])[F:30])[CH:26]=[C:25]([C:33]([F:36])([F:35])[F:34])[CH:24]=1)/[CH:8]=[CH:9]/[C:10](=[O:20])[NH:11][C@@H:12]1[CH2:18][CH2:17][CH2:16][CH2:15][NH:14][C:13]1=[O:19], predict the reaction product. The product is: [OH2:19].[Cl:2][C:3]1[CH:4]=[C:5]([CH:39]=[CH:40][C:41]=1[Cl:42])[CH2:6][C@@H:7]([N:21]([CH3:38])[C:22](=[O:37])[C:23]1[CH:28]=[C:27]([C:29]([F:30])([F:31])[F:32])[CH:26]=[C:25]([C:33]([F:34])([F:35])[F:36])[CH:24]=1)/[CH:8]=[CH:9]/[C:10](=[O:20])[NH:11][C@@H:12]1[CH2:18][CH2:17][CH2:16][CH2:15][NH:14][C:13]1=[O:19].[Cl:2][C:3]1[CH:4]=[C:5]([CH:39]=[CH:40][C:41]=1[Cl:42])[CH2:6][C@@H:7]([N:21]([CH3:38])[C:22](=[O:37])[C:23]1[CH:28]=[C:27]([C:29]([F:30])([F:31])[F:32])[CH:26]=[C:25]([C:33]([F:34])([F:35])[F:36])[CH:24]=1)/[CH:8]=[CH:9]/[C:10](=[O:20])[NH:11][C@@H:12]1[CH2:18][CH2:17][CH2:16][CH2:15][NH:14][C:13]1=[O:19]. (7) Given the reactants [Br:1][C:2]1[CH:7]=[CH:6][C:5](I)=[CH:4][CH:3]=1.[C:9]1([C:15]#[CH:16])[CH:14]=[CH:13][CH:12]=[CH:11][CH:10]=1.O1CCCC1.Cl, predict the reaction product. The product is: [Br:1][C:2]1[CH:7]=[CH:6][C:5]([C:16]#[C:15][C:9]2[CH:14]=[CH:13][CH:12]=[CH:11][CH:10]=2)=[CH:4][CH:3]=1. (8) Given the reactants [Br-].[CH2:2]([O:4][C:5]([CH2:7][CH2:8][CH2:9][P+](C1C=CC=CC=1)(C1C=CC=CC=1)C1C=CC=CC=1)=[O:6])[CH3:3].[H-].[Na+].[O:31]1[CH2:36][CH2:35][C:34](=O)[CH2:33][CH2:32]1, predict the reaction product. The product is: [CH2:2]([O:4][C:5](=[O:6])[CH2:7][CH2:8][CH:9]=[C:34]1[CH2:35][CH2:36][O:31][CH2:32][CH2:33]1)[CH3:3].